This data is from NCI-60 drug combinations with 297,098 pairs across 59 cell lines. The task is: Regression. Given two drug SMILES strings and cell line genomic features, predict the synergy score measuring deviation from expected non-interaction effect. (1) Drug 1: C1CC(=O)NC(=O)C1N2CC3=C(C2=O)C=CC=C3N. Drug 2: CC1C(C(CC(O1)OC2CC(CC3=C2C(=C4C(=C3O)C(=O)C5=CC=CC=C5C4=O)O)(C(=O)C)O)N)O. Cell line: K-562. Synergy scores: CSS=19.2, Synergy_ZIP=-0.986, Synergy_Bliss=-4.60, Synergy_Loewe=-17.4, Synergy_HSA=-5.24. (2) Drug 2: C1=CC=C(C=C1)NC(=O)CCCCCCC(=O)NO. Drug 1: CC1=CC=C(C=C1)C2=CC(=NN2C3=CC=C(C=C3)S(=O)(=O)N)C(F)(F)F. Cell line: SK-MEL-28. Synergy scores: CSS=20.1, Synergy_ZIP=-4.06, Synergy_Bliss=-5.17, Synergy_Loewe=-33.2, Synergy_HSA=-9.20. (3) Drug 1: C1=NC2=C(N1)C(=S)N=C(N2)N. Drug 2: CC1=C(N=C(N=C1N)C(CC(=O)N)NCC(C(=O)N)N)C(=O)NC(C(C2=CN=CN2)OC3C(C(C(C(O3)CO)O)O)OC4C(C(C(C(O4)CO)O)OC(=O)N)O)C(=O)NC(C)C(C(C)C(=O)NC(C(C)O)C(=O)NCCC5=NC(=CS5)C6=NC(=CS6)C(=O)NCCC[S+](C)C)O. Cell line: MCF7. Synergy scores: CSS=30.5, Synergy_ZIP=7.67, Synergy_Bliss=3.58, Synergy_Loewe=1.35, Synergy_HSA=1.93. (4) Drug 1: CCCS(=O)(=O)NC1=C(C(=C(C=C1)F)C(=O)C2=CNC3=C2C=C(C=N3)C4=CC=C(C=C4)Cl)F. Drug 2: CCC1=C2CN3C(=CC4=C(C3=O)COC(=O)C4(CC)O)C2=NC5=C1C=C(C=C5)O. Cell line: UACC-257. Synergy scores: CSS=52.1, Synergy_ZIP=-3.15, Synergy_Bliss=-1.77, Synergy_Loewe=-0.723, Synergy_HSA=-0.152. (5) Cell line: NCI-H226. Drug 1: CC1=C(C(=O)C2=C(C1=O)N3CC4C(C3(C2COC(=O)N)OC)N4)N. Synergy scores: CSS=44.1, Synergy_ZIP=-4.04, Synergy_Bliss=-0.973, Synergy_Loewe=-15.7, Synergy_HSA=-0.745. Drug 2: B(C(CC(C)C)NC(=O)C(CC1=CC=CC=C1)NC(=O)C2=NC=CN=C2)(O)O. (6) Drug 1: C1CCC(CC1)NC(=O)N(CCCl)N=O. Drug 2: COCCOC1=C(C=C2C(=C1)C(=NC=N2)NC3=CC=CC(=C3)C#C)OCCOC.Cl. Cell line: SK-MEL-2. Synergy scores: CSS=3.44, Synergy_ZIP=-5.46, Synergy_Bliss=-1.79, Synergy_Loewe=-4.21, Synergy_HSA=-3.97.